Dataset: Forward reaction prediction with 1.9M reactions from USPTO patents (1976-2016). Task: Predict the product of the given reaction. Given the reactants [C:1]([O:8][CH2:9][CH3:10])(=[O:7])/[CH:2]=[CH:3]/[CH2:4][CH2:5][CH3:6].CS(N)(=O)=[O:13].[OH2:16], predict the reaction product. The product is: [OH:16][C@H:2]([C@@H:3]([OH:13])[CH2:4][CH2:5][CH3:6])[C:1]([O:8][CH2:9][CH3:10])=[O:7].